This data is from Reaction yield outcomes from USPTO patents with 853,638 reactions. The task is: Predict the reaction yield, written as a fraction of the theoretical maximum amount of product (1.0 means a 100% yield; for example, 0.34 means a 34% yield). The reactants are Cl[CH2:2][C:3]1[CH:8]=[C:7]([C:9]([NH:11][C:12]2[S:13][C:14]([C:22]3[CH:27]=[CH:26][N:25]=[CH:24][CH:23]=3)=[C:15]([C:17]3[O:18][CH:19]=[CH:20][CH:21]=3)[N:16]=2)=[O:10])[CH:6]=[CH:5][N:4]=1.[NH:28]1[CH:32]=[CH:31][N:30]=[CH:29]1.O. The catalyst is CN(C=O)C. The yield is 0.740. The product is [O:18]1[CH:19]=[CH:20][CH:21]=[C:17]1[C:15]1[N:16]=[C:12]([NH:11][C:9]([C:7]2[CH:6]=[CH:5][N:4]=[C:3]([CH2:2][N:28]3[CH:32]=[CH:31][N:30]=[CH:29]3)[CH:8]=2)=[O:10])[S:13][C:14]=1[C:22]1[CH:27]=[CH:26][N:25]=[CH:24][CH:23]=1.